From a dataset of Human intestinal absorption (HIA) binary classification data from Hou et al.. Regression/Classification. Given a drug SMILES string, predict its absorption, distribution, metabolism, or excretion properties. Task type varies by dataset: regression for continuous measurements (e.g., permeability, clearance, half-life) or binary classification for categorical outcomes (e.g., BBB penetration, CYP inhibition). Dataset: hia_hou. (1) The compound is C[C@H](NCCc1ccc(O)cc1)[C@@H](O)c1ccc(O)cc1. The result is 1 (good absorption). (2) The drug is N=C(N)NC[C@@H]1COC2(CCCCC2)O1. The result is 1 (good absorption).